Dataset: Peptide-MHC class I binding affinity with 185,985 pairs from IEDB/IMGT. Task: Regression. Given a peptide amino acid sequence and an MHC pseudo amino acid sequence, predict their binding affinity value. This is MHC class I binding data. The peptide sequence is YCPGTTVTL. The MHC is HLA-B39:01 with pseudo-sequence HLA-B39:01. The binding affinity (normalized) is 0.337.